Dataset: Reaction yield outcomes from USPTO patents with 853,638 reactions. Task: Predict the reaction yield, written as a fraction of the theoretical maximum amount of product (1.0 means a 100% yield; for example, 0.34 means a 34% yield). (1) The reactants are [NH2:1][CH:2]1[CH2:7][CH2:6][N:5]([C:8]([O:10][C:11]([CH3:14])([CH3:13])[CH3:12])=[O:9])[CH2:4][CH2:3]1.Br[CH2:16][CH:17]([O:20][CH3:21])[O:18][CH3:19].C(=O)([O-])[O-].[K+].[K+]. The catalyst is C(#N)C. The product is [CH3:19][O:18][CH:17]([O:20][CH3:21])[CH2:16][NH:1][CH:2]1[CH2:3][CH2:4][N:5]([C:8]([O:10][C:11]([CH3:14])([CH3:13])[CH3:12])=[O:9])[CH2:6][CH2:7]1. The yield is 0.490. (2) The reactants are Br[CH2:2][CH2:3][N:4]1[C:8]([CH2:9]Br)=[CH:7][C:6]([N+:11]([O-:13])=[O:12])=[N:5]1.[CH3:14][NH2:15]. The catalyst is C1COCC1. The product is [CH3:14][N:15]1[CH2:2][CH2:3][N:4]2[N:5]=[C:6]([N+:11]([O-:13])=[O:12])[CH:7]=[C:8]2[CH2:9]1. The yield is 0.970. (3) The reactants are [F:1][C:2]1[CH:7]=[CH:6][CH:5]=[C:4]([F:8])[C:3]=1[S:9][CH3:10].[Br:11]Br.[Cl-].[Al+3].[Cl-].[Cl-].S([O-])([O-])(=O)=S.[Na+].[Na+]. The catalyst is [Fe].C(OCC)C.ClCCl. The product is [Br:11][C:6]1[CH:7]=[C:2]([F:1])[C:3]([S:9][CH3:10])=[C:4]([F:8])[CH:5]=1. The yield is 0.170. (4) The reactants are [C:1]([C:3]1[CH:4]=[C:5]([CH:20]=[CH:21][CH:22]=1)[CH2:6][NH:7][C:8](=[O:19])[C:9]1[C:14]([CH2:15][OH:16])=[C:13]([OH:17])[C:12]([CH3:18])=[N:11][CH:10]=1)#[N:2].Cl.[NH2:24][OH:25].C(N(CC)C(C)C)(C)C. The catalyst is CO. The product is [OH:17][C:13]1[C:12]([CH3:18])=[N:11][CH:10]=[C:9]([C:14]=1[CH2:15][OH:16])[C:8]([NH:7][CH2:6][C:5]1[CH:20]=[CH:21][CH:22]=[C:3]([C:1](=[NH:2])[NH:24][OH:25])[CH:4]=1)=[O:19]. The yield is 0.910. (5) The reactants are C1C=CC(P(C2C=CC3C(=CC=CC=3)C=2C2C3C(=CC=CC=3)C=CC=2P(C2C=CC=CC=2)C2C=CC=CC=2)C2C=CC=CC=2)=CC=1.Br[C:48]1[CH:53]=[CH:52][C:51]([NH:54][C:55]2[CH:60]=[CH:59][C:58]([O:61][C:62]3[C:71]4[C:66](=[CH:67][C:68]([O:74][CH3:75])=[C:69]([O:72][CH3:73])[CH:70]=4)[N:65]=[CH:64][CH:63]=3)=[CH:57][CH:56]=2)=[CH:50][CH:49]=1.[NH:76]1[CH2:81][CH2:80][O:79][CH2:78][CH2:77]1.C(=O)([O-])[O-].[Cs+].[Cs+]. The catalyst is C1(C)C=CC=CC=1.C([O-])(=O)C.[Pd+2].C([O-])(=O)C. The product is [CH3:73][O:72][C:69]1[CH:70]=[C:71]2[C:66](=[CH:67][C:68]=1[O:74][CH3:75])[N:65]=[CH:64][CH:63]=[C:62]2[O:61][C:58]1[CH:59]=[CH:60][C:55]([NH:54][C:51]2[CH:52]=[CH:53][C:48]([N:76]3[CH2:81][CH2:80][O:79][CH2:78][CH2:77]3)=[CH:49][CH:50]=2)=[CH:56][CH:57]=1. The yield is 0.0900.